Dataset: NCI-60 drug combinations with 297,098 pairs across 59 cell lines. Task: Regression. Given two drug SMILES strings and cell line genomic features, predict the synergy score measuring deviation from expected non-interaction effect. (1) Drug 1: C1=NC2=C(N=C(N=C2N1C3C(C(C(O3)CO)O)F)Cl)N. Synergy scores: CSS=65.8, Synergy_ZIP=0.815, Synergy_Bliss=-1.48, Synergy_Loewe=-36.8, Synergy_HSA=-3.65. Cell line: MOLT-4. Drug 2: C#CCC(CC1=CN=C2C(=N1)C(=NC(=N2)N)N)C3=CC=C(C=C3)C(=O)NC(CCC(=O)O)C(=O)O. (2) Drug 1: CC12CCC3C(C1CCC2=O)CC(=C)C4=CC(=O)C=CC34C. Drug 2: C1CN(P(=O)(OC1)NCCCl)CCCl. Cell line: UACC62. Synergy scores: CSS=38.0, Synergy_ZIP=1.85, Synergy_Bliss=3.21, Synergy_Loewe=-3.20, Synergy_HSA=3.15. (3) Drug 1: CN(C)C1=NC(=NC(=N1)N(C)C)N(C)C. Drug 2: B(C(CC(C)C)NC(=O)C(CC1=CC=CC=C1)NC(=O)C2=NC=CN=C2)(O)O. Cell line: SF-539. Synergy scores: CSS=-1.58, Synergy_ZIP=0.900, Synergy_Bliss=0.394, Synergy_Loewe=-1.30, Synergy_HSA=-2.18. (4) Drug 1: C1=CN(C=N1)CC(O)(P(=O)(O)O)P(=O)(O)O. Drug 2: C1CN1C2=NC(=NC(=N2)N3CC3)N4CC4. Cell line: SK-MEL-28. Synergy scores: CSS=8.99, Synergy_ZIP=-5.34, Synergy_Bliss=1.00, Synergy_Loewe=-6.15, Synergy_HSA=-0.527.